From a dataset of Forward reaction prediction with 1.9M reactions from USPTO patents (1976-2016). Predict the product of the given reaction. (1) Given the reactants [NH:1]1[CH:5]=[CH:4][CH:3]=[C:2]1/[CH:6]=[C:7]1\[C:8](=[O:16])[NH:9][C:10]2[C:15]\1=[CH:14][CH:13]=[CH:12][CH:11]=2.C=O.[CH2:19]([NH2:23])[CH2:20][CH2:21][CH3:22].[CH3:24]CCCCC, predict the reaction product. The product is: [CH2:19]([NH:23][CH2:24][N:9]1[C:10]2[C:15](=[CH:14][CH:13]=[CH:12][CH:11]=2)[C:7](=[CH:6][C:2]2[NH:1][CH:5]=[CH:4][CH:3]=2)[C:8]1=[O:16])[CH2:20][CH2:21][CH3:22]. (2) Given the reactants [CH:1]([C:3]1[CH:8]=[CH:7][C:6]([NH:9][C:10]2[N:15]=[C:14]([C:16]3[CH:17]=[CH:18][C:19]([O:24][CH:25]4[CH2:30][CH2:29][O:28][CH2:27][CH2:26]4)=[C:20]([CH:23]=3)[C:21]#[N:22])[CH:13]=[CH:12][N:11]=2)=[CH:5][CH:4]=1)=O.OCC1C=CC(NC2N=C(C3C=C[C:57]([O:58][CH:59]4[CH2:60][CH2:59][O:58][CH2:57][CH2:60]4)=C(C=3)C#N)C=CN=2)=CC=1.CC#[N:63], predict the reaction product. The product is: [CH3:57][O:58][CH2:59][CH2:60][NH:63][CH2:1][C:3]1[CH:8]=[CH:7][C:6]([NH:9][C:10]2[N:15]=[C:14]([C:16]3[CH:17]=[CH:18][C:19]([O:24][CH:25]4[CH2:26][CH2:27][O:28][CH2:29][CH2:30]4)=[C:20]([CH:23]=3)[C:21]#[N:22])[CH:13]=[CH:12][N:11]=2)=[CH:5][CH:4]=1. (3) Given the reactants [C:1]([OH:9])(=[O:8])[C@H:2]([CH2:4][C:5]([OH:7])=[O:6])[OH:3].[CH3:10][S:11](Cl)(=[O:13])=[O:12], predict the reaction product. The product is: [CH3:10][S:11]([O:3][C@@H:2]([CH2:4][C:5]([OH:7])=[O:6])[C:1]([OH:9])=[O:8])(=[O:13])=[O:12]. (4) Given the reactants C[CH:2]1[CH2:6][CH2:5][CH2:4][C:3]1([C:10]1[CH:15]=[CH:14][CH:13]=[CH:12][C:11]=1[F:16])[C:7]([OH:9])=[O:8].S(=O)(=O)(O)O.[C:22](=O)([O-])[O-].[Na+].[Na+], predict the reaction product. The product is: [F:16][C:11]1[CH:12]=[CH:13][CH:14]=[CH:15][C:10]=1[C:3]1([C:7]([O:9][CH3:22])=[O:8])[CH2:4][CH2:5][CH2:6][CH2:2]1. (5) Given the reactants [F:1][CH:2]([F:39])[C:3]1[CH:7]=[C:6]([CH:8]([F:10])[F:9])[N:5]([CH2:11][C:12]([N:14]2[CH2:19][CH2:18][CH:17]([C:20]3[S:21][CH:22]=[C:23]([C:25]4[CH2:29][CH:28]([C:30]5[C:35]([F:36])=[CH:34][CH:33]=[C:32]([OH:37])[C:31]=5[F:38])[O:27][N:26]=4)[N:24]=3)[CH2:16][CH2:15]2)=[O:13])[N:4]=1.C(=O)([O-])[O-].[K+].[K+].[CH2:46](Br)[CH:47]=[CH2:48].O, predict the reaction product. The product is: [CH2:48]([O:37][C:32]1[C:31]([F:38])=[C:30]([CH:28]2[O:27][N:26]=[C:25]([C:23]3[N:24]=[C:20]([CH:17]4[CH2:16][CH2:15][N:14]([C:12](=[O:13])[CH2:11][N:5]5[C:6]([CH:8]([F:9])[F:10])=[CH:7][C:3]([CH:2]([F:1])[F:39])=[N:4]5)[CH2:19][CH2:18]4)[S:21][CH:22]=3)[CH2:29]2)[C:35]([F:36])=[CH:34][CH:33]=1)[CH:47]=[CH2:46].